Task: Regression/Classification. Given a drug SMILES string, predict its absorption, distribution, metabolism, or excretion properties. Task type varies by dataset: regression for continuous measurements (e.g., permeability, clearance, half-life) or binary classification for categorical outcomes (e.g., BBB penetration, CYP inhibition). Dataset: hlm.. Dataset: Human liver microsome stability data (1) The molecule is O=C(Nc1nccs1)[C@H](CC1CCCCC1)N1CCN(S(=O)(=O)C2CCCC2)CC1=O. The result is 1 (stable in human liver microsomes). (2) The molecule is COc1cnc(-c2cnc(O)cn2)c2[nH]cc(C(=O)C(=O)N3CCN(C(=O)c4ccccc4)CC3)c12. The result is 0 (unstable in human liver microsomes). (3) The compound is Oc1nc2cc(Cl)ccc2n1C1CCN(Cc2ccccc2Cl)CC1. The result is 1 (stable in human liver microsomes). (4) The compound is CN(C)Cc1ccc(C=Cc2[nH]nc3cc(C=C4C(=O)Nc5ccccc54)ccc23)cc1. The result is 0 (unstable in human liver microsomes). (5) The result is 1 (stable in human liver microsomes). The compound is O=C1CN(Cc2ccc(-c3ccc(F)c(CN4CCCCC4)n3)cc2)C(=O)N1CC1CCC1. (6) The result is 1 (stable in human liver microsomes). The molecule is COC(=O)Nc1ccc2c(c1)NC(=O)CCC=CC[C@H](N1CC[C@H](c3c(F)ccc(Cl)c3F)OC1=O)c1nc(Cl)c-2[nH]1. (7) The drug is Cc1cc(O)nnc1-c1ccc(OCCCN2CCC[C@H]2C)cc1. The result is 0 (unstable in human liver microsomes).